Dataset: Full USPTO retrosynthesis dataset with 1.9M reactions from patents (1976-2016). Task: Predict the reactants needed to synthesize the given product. (1) The reactants are: Br[C:2]1[CH:27]=[CH:26][C:5]2[N:6]([CH:19]([CH2:24][CH3:25])[C:20]([O:22][CH3:23])=[O:21])[C:7](=[N:9][C:10](=[O:18])[C:11]3[CH:16]=[CH:15][C:14]([CH3:17])=[CH:13][CH:12]=3)[S:8][C:4]=2[CH:3]=1.[F:28][C:29]1[CH:35]=[CH:34][C:32]([NH2:33])=[CH:31][CH:30]=1.CC1(C)C2C(=C(P(C3C=CC=CC=3)C3C=CC=CC=3)C=CC=2)OC2C(P(C3C=CC=CC=3)C3C=CC=CC=3)=CC=CC1=2.C(=O)([O-])[O-].[Cs+].[Cs+]. Given the product [F:28][C:29]1[CH:35]=[CH:34][C:32]([NH:33][C:2]2[CH:27]=[CH:26][C:5]3[N:6]([CH:19]([CH2:24][CH3:25])[C:20]([O:22][CH3:23])=[O:21])[C:7](=[N:9][C:10](=[O:18])[C:11]4[CH:16]=[CH:15][C:14]([CH3:17])=[CH:13][CH:12]=4)[S:8][C:4]=3[CH:3]=2)=[CH:31][CH:30]=1, predict the reactants needed to synthesize it. (2) Given the product [CH3:1][C:2]1[O:3][C:4]2[CH2:5][CH2:6][C:7]3[CH:16]=[CH:15][CH:14]=[CH:13][C:8]=3[C:9](=[CH:24][C:25]3[CH:26]=[C:21]([OH:20])[CH:22]=[CH:17][CH:18]=3)[C:10]=2[N:11]=1, predict the reactants needed to synthesize it. The reactants are: [CH3:1][C:2]1[O:3][C:4]2[CH2:5][CH2:6][C:7]3[CH:16]=[CH:15][CH:14]=[CH:13][C:8]=3[C:9](=O)[C:10]=2[N:11]=1.[CH:17](Br)=[CH2:18].[OH:20][C:21]1[CH:22]=C(B(O)O)[CH:24]=[CH:25][CH:26]=1. (3) Given the product [CH2:1]([O:3][C:4]([C:6]1[CH:7]=[N:8][N:9]2[C:14]([NH2:15])=[C:13]([C:16]3[CH:17]=[CH:18][C:19]([NH2:22])=[CH:20][CH:21]=3)[CH:12]=[N:11][C:10]=12)=[O:5])[CH3:2], predict the reactants needed to synthesize it. The reactants are: [CH2:1]([O:3][C:4]([C:6]1[CH:7]=[N:8][N:9]2[C:14]([NH2:15])=[C:13]([C:16]3[CH:21]=[CH:20][C:19]([N+:22]([O-])=O)=[CH:18][CH:17]=3)[CH:12]=[N:11][C:10]=12)=[O:5])[CH3:2].